This data is from Forward reaction prediction with 1.9M reactions from USPTO patents (1976-2016). The task is: Predict the product of the given reaction. (1) Given the reactants Cl.[NH:2]1[CH2:5][CH:4]([NH:6][C:7](=[O:13])[O:8][C:9]([CH3:12])([CH3:11])[CH3:10])[CH2:3]1.CCN(C(C)C)C(C)C.[Cl:23][C:24]1[CH:29]=[N:28][CH:27]=[C:26](Cl)[N:25]=1, predict the reaction product. The product is: [Cl:23][C:24]1[N:25]=[C:26]([N:2]2[CH2:5][CH:4]([NH:6][C:7](=[O:13])[O:8][C:9]([CH3:10])([CH3:12])[CH3:11])[CH2:3]2)[CH:27]=[N:28][CH:29]=1. (2) Given the reactants FC(F)(F)C([N:5]1[CH2:10][CH2:9][CH2:8][C@@H:7]2[C:11]3[CH:12]=[C:13]([C:18]#[N:19])[CH:14]=[CH:15][C:16]=3[CH2:17][C@H:6]12)=O.[OH-].[Na+], predict the reaction product. The product is: [NH:5]1[CH2:10][CH2:9][CH2:8][C@@H:7]2[C:11]3[CH:12]=[C:13]([C:18]#[N:19])[CH:14]=[CH:15][C:16]=3[CH2:17][C@H:6]12. (3) Given the reactants [O:1]1CCO[CH:2]1[CH:6]=[CH:7][C:8]1[CH:17]=[CH:16][C:11]([C:12]([O:14][CH3:15])=[O:13])=[CH:10][CH:9]=1.C(O)(C(F)(F)F)=O, predict the reaction product. The product is: [O:1]=[CH:2][CH:6]=[CH:7][C:8]1[CH:17]=[CH:16][C:11]([C:12]([O:14][CH3:15])=[O:13])=[CH:10][CH:9]=1. (4) The product is: [CH3:23][N:24]([CH3:29])[S:25](=[O:27])(=[O:26])[O:22][C:18]1[CH:19]=[CH:20][CH:21]=[C:16]([C:8]2([C:4]3[CH:5]=[CH:6][CH:7]=[C:2]([Br:1])[CH:3]=3)[C:9](=[O:15])[N:10]([CH3:14])[C:11](=[S:13])[NH:12]2)[CH:17]=1. Given the reactants [Br:1][C:2]1[CH:3]=[C:4]([C:8]2([C:16]3[CH:21]=[CH:20][CH:19]=[C:18]([OH:22])[CH:17]=3)[NH:12][C:11](=[S:13])[N:10]([CH3:14])[C:9]2=[O:15])[CH:5]=[CH:6][CH:7]=1.[CH3:23][N:24]([CH3:29])[S:25](Cl)(=[O:27])=[O:26], predict the reaction product. (5) The product is: [CH3:28][C@@H:29]1[CH2:33][O:32][C@@H:31]([C:34]([O:36][CH2:37][CH3:38])=[O:35])[N:30]1[C:39](=[O:52])[C:40]1[CH:45]=[C:44]([CH3:46])[CH:43]=[CH:42][C:41]=1[N:47]1[N:51]=[CH:50][CH:49]=[N:48]1. Given the reactants C(OCC)(=O)C=O.N[C@H](C)CO.CC1C=CC(N2N=CC=N2)=C(C=1)C(O)=O.[CH3:28][C@@H:29]1[CH2:33][O:32][CH:31]([C:34]([O:36][CH2:37][CH3:38])=[O:35])[N:30]1[C:39](=[O:52])[C:40]1[CH:45]=[C:44]([CH3:46])[CH:43]=[CH:42][C:41]=1[N:47]1[N:51]=[CH:50][CH:49]=[N:48]1, predict the reaction product. (6) Given the reactants Cl.[C:2]([S:21][CH2:22][CH2:23][NH2:24])([C:15]1[CH:20]=[CH:19][CH:18]=[CH:17][CH:16]=1)([C:9]1[CH:14]=[CH:13][CH:12]=[CH:11][CH:10]=1)[C:3]1[CH:8]=[CH:7][CH:6]=[CH:5][CH:4]=1.[CH2:25]([S:28]([C:31]1[CH:39]=[CH:38][C:37]([NH:40][S:41]([C:44]2[S:45][CH:46]=[CH:47][CH:48]=2)(=[O:43])=[O:42])=[C:36]2[C:32]=1[CH:33]=[C:34]([C:49](O)=[O:50])[NH:35]2)(=[O:30])=[O:29])[CH2:26][CH3:27].N1(O)C2C=CC=CC=2N=N1.Cl.CN(C)CCCN=C=NCC, predict the reaction product. The product is: [CH2:25]([S:28]([C:31]1[CH:39]=[CH:38][C:37]([NH:40][S:41]([C:44]2[S:45][CH:46]=[CH:47][CH:48]=2)(=[O:43])=[O:42])=[C:36]2[C:32]=1[CH:33]=[C:34]([C:49]([NH:24][CH2:23][CH2:22][S:21][C:2]([C:9]1[CH:14]=[CH:13][CH:12]=[CH:11][CH:10]=1)([C:15]1[CH:16]=[CH:17][CH:18]=[CH:19][CH:20]=1)[C:3]1[CH:8]=[CH:7][CH:6]=[CH:5][CH:4]=1)=[O:50])[NH:35]2)(=[O:29])=[O:30])[CH2:26][CH3:27]. (7) Given the reactants [CH2:1]([N:3]1[C:7]2[CH:8]=[CH:9][C:10]([NH:12]C(=O)C)=[CH:11][C:6]=2[N:5]=[C:4]1[CH2:16][N:17]1[CH:21]=[CH:20][N:19]=[C:18]1[C:22]1[CH:27]=[C:26]([F:28])[CH:25]=[CH:24][C:23]=1[F:29])[CH3:2].Cl, predict the reaction product. The product is: [CH2:1]([N:3]1[C:7]2[CH:8]=[CH:9][C:10]([NH2:12])=[CH:11][C:6]=2[N:5]=[C:4]1[CH2:16][N:17]1[CH:21]=[CH:20][N:19]=[C:18]1[C:22]1[CH:27]=[C:26]([F:28])[CH:25]=[CH:24][C:23]=1[F:29])[CH3:2].